From a dataset of NCI-60 drug combinations with 297,098 pairs across 59 cell lines. Regression. Given two drug SMILES strings and cell line genomic features, predict the synergy score measuring deviation from expected non-interaction effect. Drug 1: CC1CCC2CC(C(=CC=CC=CC(CC(C(=O)C(C(C(=CC(C(=O)CC(OC(=O)C3CCCCN3C(=O)C(=O)C1(O2)O)C(C)CC4CCC(C(C4)OC)OCCO)C)C)O)OC)C)C)C)OC. Drug 2: C1CC(=O)NC(=O)C1N2C(=O)C3=CC=CC=C3C2=O. Cell line: RXF 393. Synergy scores: CSS=-0.813, Synergy_ZIP=1.58, Synergy_Bliss=3.29, Synergy_Loewe=0.912, Synergy_HSA=0.337.